This data is from Full USPTO retrosynthesis dataset with 1.9M reactions from patents (1976-2016). The task is: Predict the reactants needed to synthesize the given product. Given the product [CH2:1]([O:3][CH2:4][C:5]1[N:6]([CH2:18][C:19]([CH3:22])([OH:21])[CH3:20])[C:7]2[C:16]3[CH:15]=[CH:14][CH:13]=[CH:12][C:11]=3[N+:10]([O-:28])=[CH:9][C:8]=2[N:17]=1)[CH3:2], predict the reactants needed to synthesize it. The reactants are: [CH2:1]([O:3][CH2:4][C:5]1[N:6]([CH2:18][C:19]([CH3:22])([OH:21])[CH3:20])[C:7]2[C:16]3[CH:15]=[CH:14][CH:13]=[CH:12][C:11]=3[N:10]=[CH:9][C:8]=2[N:17]=1)[CH3:2].ClC1C=C(C=CC=1)C(OO)=[O:28].